From a dataset of NCI-60 drug combinations with 297,098 pairs across 59 cell lines. Regression. Given two drug SMILES strings and cell line genomic features, predict the synergy score measuring deviation from expected non-interaction effect. (1) Drug 1: CC1CCC2CC(C(=CC=CC=CC(CC(C(=O)C(C(C(=CC(C(=O)CC(OC(=O)C3CCCCN3C(=O)C(=O)C1(O2)O)C(C)CC4CCC(C(C4)OC)OCCO)C)C)O)OC)C)C)C)OC. Drug 2: CC1=C(N=C(N=C1N)C(CC(=O)N)NCC(C(=O)N)N)C(=O)NC(C(C2=CN=CN2)OC3C(C(C(C(O3)CO)O)O)OC4C(C(C(C(O4)CO)O)OC(=O)N)O)C(=O)NC(C)C(C(C)C(=O)NC(C(C)O)C(=O)NCCC5=NC(=CS5)C6=NC(=CS6)C(=O)NCCC[S+](C)C)O. Cell line: MCF7. Synergy scores: CSS=33.0, Synergy_ZIP=-4.70, Synergy_Bliss=-1.90, Synergy_Loewe=-0.336, Synergy_HSA=0.996. (2) Drug 2: CCC1(CC2CC(C3=C(CCN(C2)C1)C4=CC=CC=C4N3)(C5=C(C=C6C(=C5)C78CCN9C7C(C=CC9)(C(C(C8N6C)(C(=O)OC)O)OC(=O)C)CC)OC)C(=O)OC)O.OS(=O)(=O)O. Synergy scores: CSS=9.30, Synergy_ZIP=-6.16, Synergy_Bliss=-4.72, Synergy_Loewe=-3.22, Synergy_HSA=-2.81. Cell line: UO-31. Drug 1: C1=CC(=CC=C1CCCC(=O)O)N(CCCl)CCCl.